The task is: Predict the product of the given reaction.. This data is from Forward reaction prediction with 1.9M reactions from USPTO patents (1976-2016). (1) Given the reactants [H-].[Na+].[CH3:3][C:4]1[C:5]([OH:14])=[N:6][C:7]([CH3:13])=[C:8]([N+:10]([O-:12])=[O:11])[CH:9]=1.[F-].[Cs+].FS([C:21]([F:30])([F:29])C(O[Si](C)(C)C)=O)(=O)=O, predict the reaction product. The product is: [F:29][CH:21]([F:30])[O:14][C:5]1[C:4]([CH3:3])=[CH:9][C:8]([N+:10]([O-:12])=[O:11])=[C:7]([CH3:13])[N:6]=1. (2) Given the reactants [C:1]([C:5]1[N:6]=[C:7]([NH:10][C:11]([C:13]2[CH:41]=[CH:40][N:16]3[C:17](=[O:39])[C:18](/[CH:34]=[CH:35]/[C:36]([OH:38])=[O:37])=[C:19]([N:21]4[CH2:26][CH2:25][CH2:24][C@@H:23]([O:27][C:28]([NH:30][CH2:31][CH2:32]Cl)=[O:29])[CH2:22]4)[N:20]=[C:15]3[CH:14]=2)=[O:12])[S:8][CH:9]=1)([CH3:4])([CH3:3])[CH3:2], predict the reaction product. The product is: [C:1]([C:5]1[N:6]=[C:7]([NH:10][C:11]([C:13]2[CH:41]=[CH:40][N:16]3[C:17](=[O:39])[C:18](/[CH:34]=[CH:35]/[C:36]([OH:38])=[O:37])=[C:19]([N:21]4[CH2:26][CH2:25][CH2:24][C@@H:23]([O:27][C:28]([NH:30][CH2:31][CH2:32][N:16]5[CH:15]=[CH:14][CH:13]=[CH:41][CH2:40]5)=[O:29])[CH2:22]4)[N:20]=[C:15]3[CH:14]=2)=[O:12])[S:8][CH:9]=1)([CH3:4])([CH3:3])[CH3:2]. (3) Given the reactants I[C:2]1[C:10]2[C:5](=[CH:6][CH:7]=[CH:8][CH:9]=2)[NH:4][C:3]=1[C:11]([O:13][CH2:14][CH3:15])=[O:12].C([O-])([O-])=O.[Na+].[Na+].[S:22]1[CH:26]=[CH:25][CH:24]=[C:23]1B(O)O, predict the reaction product. The product is: [S:22]1[CH:26]=[CH:25][CH:24]=[C:23]1[C:2]1[C:10]2[C:5](=[CH:6][CH:7]=[CH:8][CH:9]=2)[NH:4][C:3]=1[C:11]([O:13][CH2:14][CH3:15])=[O:12]. (4) Given the reactants [CH3:1][O:2][C:3](=[O:15])[NH:4][CH2:5][C:6]1[CH:11]=[CH:10][C:9]([Cl:12])=[C:8]([CH2:13][OH:14])[CH:7]=1, predict the reaction product. The product is: [CH3:1][O:2][C:3](=[O:15])[NH:4][CH2:5][C:6]1[CH:11]=[CH:10][C:9]([Cl:12])=[C:8]([CH:13]=[O:14])[CH:7]=1. (5) Given the reactants Cl[CH2:2][CH2:3][C@H:4]([C:6]1[CH:11]=[CH:10][CH:9]=[CH:8][CH:7]=1)[OH:5].[NH:12]1[CH2:17][CH2:16][CH:15]([C:18]2[CH:19]=[C:20]([NH:24][C:25]([CH:27]3[CH2:29][CH2:28]3)=[O:26])[CH:21]=[CH:22][CH:23]=2)[CH2:14][CH2:13]1, predict the reaction product. The product is: [OH:5][C@@H:4]([C:6]1[CH:11]=[CH:10][CH:9]=[CH:8][CH:7]=1)[CH2:3][CH2:2][N:12]1[CH2:17][CH2:16][CH:15]([C:18]2[CH:19]=[C:20]([NH:24][C:25]([CH:27]3[CH2:28][CH2:29]3)=[O:26])[CH:21]=[CH:22][CH:23]=2)[CH2:14][CH2:13]1.